This data is from Forward reaction prediction with 1.9M reactions from USPTO patents (1976-2016). The task is: Predict the product of the given reaction. Given the reactants C[O:2][C:3]1[CH:11]=[C:10]([O:12][CH3:13])[C:9]([O:14][CH3:15])=[CH:8][C:4]=1[C:5]([OH:7])=[O:6].[Al](Cl)(Cl)Cl.O.O.O.O.O.O.[Na+].[Br-].Cl, predict the reaction product. The product is: [OH:2][C:3]1[CH:11]=[C:10]([O:12][CH3:13])[C:9]([O:14][CH3:15])=[CH:8][C:4]=1[C:5]([OH:7])=[O:6].